Predict which catalyst facilitates the given reaction. From a dataset of Catalyst prediction with 721,799 reactions and 888 catalyst types from USPTO. (1) Reactant: FC(F)(F)C(O)=O.C(OC(=O)[NH:14][C:15]1[CH:27]=[CH:26][C:25]2[C:24]3[C:19](=[CH:20][C:21]([NH:28][C:29](=[O:33])[CH2:30][CH2:31][CH3:32])=[CH:22][CH:23]=3)[CH2:18][C:17]=2[CH:16]=1)(C)(C)C. Product: [NH2:14][C:15]1[CH:16]=[C:17]2[C:25]([C:24]3[CH:23]=[CH:22][C:21]([NH:28][C:29](=[O:33])[CH2:30][CH2:31][CH3:32])=[CH:20][C:19]=3[CH2:18]2)=[CH:26][CH:27]=1. The catalyst class is: 4. (2) Reactant: [I:1][C:2]1[CH:11]=[CH:10][C:5]([C:6]([NH:8][NH2:9])=[O:7])=[CH:4][CH:3]=1.CN1CCCC1=O.[C:19](Cl)(=[O:26])[C:20]1[CH:25]=[CH:24][CH:23]=[CH:22][CH:21]=1. Product: [C:19]([NH:9][NH:8][C:6](=[O:7])[C:5]1[CH:10]=[CH:11][C:2]([I:1])=[CH:3][CH:4]=1)(=[O:26])[C:20]1[CH:25]=[CH:24][CH:23]=[CH:22][CH:21]=1. The catalyst class is: 6. (3) Reactant: [C:1]([O:5][C:6]([NH:8][C@@H:9]([CH2:16][OH:17])[CH2:10][CH2:11][C:12]([O:14][CH3:15])=[O:13])=[O:7])([CH3:4])([CH3:3])[CH3:2].CO[C:20](OC)([CH3:22])[CH3:21].B(F)(F)F.CCOCC.C(N(CC)CC)C. Product: [CH3:15][O:14][C:12](=[O:13])[CH2:11][CH2:10][C@@H:9]1[CH2:16][O:17][C:20]([CH3:22])([CH3:21])[N:8]1[C:6]([O:5][C:1]([CH3:2])([CH3:4])[CH3:3])=[O:7]. The catalyst class is: 21.